The task is: Predict the reaction yield, written as a fraction of the theoretical maximum amount of product (1.0 means a 100% yield; for example, 0.34 means a 34% yield).. This data is from Reaction yield outcomes from USPTO patents with 853,638 reactions. (1) The reactants are C[O:2][C:3](=[O:36])[C:4]1[CH:9]=[CH:8][C:7]([CH2:10][C:11]2[CH:16]=[CH:15][C:14]([N:17]([CH:25]3[CH2:30][CH2:29][N:28]([CH:31]([CH3:35])[CH2:32][CH2:33][NH2:34])[CH2:27][CH2:26]3)[CH2:18][C:19]3[CH:24]=[CH:23][CH:22]=[CH:21][CH:20]=3)=[CH:13][CH:12]=2)=[CH:6][CH:5]=1.[CH3:37][C:38]1[C:43]([C:44]([OH:46])=O)=[C:42]([CH3:47])[N:41]=[CH:40][N:39]=1. No catalyst specified. The product is [CH2:18]([N:17]([CH:25]1[CH2:30][CH2:29][N:28]([CH:31]([CH3:35])[CH2:32][CH2:33][NH:34][C:44]([C:43]2[C:38]([CH3:37])=[N:39][CH:40]=[N:41][C:42]=2[CH3:47])=[O:46])[CH2:27][CH2:26]1)[C:14]1[CH:15]=[CH:16][C:11]([CH2:10][C:7]2[CH:8]=[CH:9][C:4]([C:3]([OH:36])=[O:2])=[CH:5][CH:6]=2)=[CH:12][CH:13]=1)[C:19]1[CH:24]=[CH:23][CH:22]=[CH:21][CH:20]=1. The yield is 0.700. (2) The reactants are [CH3:1][C:2]1[CH:8]=[C:7]([N+:9]([O-:11])=[O:10])[CH:6]=[CH:5][C:3]=1N.O.C1(C)C=CC(S(O)(=O)=O)=CC=1.N([O-])=O.[Na+].[I-:28].[K+]. The catalyst is C(#N)C.O.C(OCC)(=O)C. The product is [I:28][C:3]1[CH:5]=[CH:6][C:7]([N+:9]([O-:11])=[O:10])=[CH:8][C:2]=1[CH3:1]. The yield is 0.940. (3) The reactants are [CH3:1][C:2]1[S:3][CH:4]=[C:5]([CH2:7]Cl)[N:6]=1.[CH3:9][NH2:10]. No catalyst specified. The product is [CH3:9][NH:10][CH2:7][C:5]1[N:6]=[C:2]([CH3:1])[S:3][CH:4]=1. The yield is 0.990.